The task is: Regression. Given a target protein amino acid sequence and a drug SMILES string, predict the binding affinity score between them. We predict pIC50 (pIC50 = -log10(IC50 in M); higher means more potent). Dataset: bindingdb_ic50.. This data is from Drug-target binding data from BindingDB using IC50 measurements. (1) The small molecule is CC(=O)NO. The target protein sequence is MKLSPREVEKLGLHNAGYLAQKRLARGVRLNYTEAVALIASQIMEYARDGEKTVAQLMCLGQHLLGRRQVLPAVPHLLNAVQVEATFPDGTKLVTVHDPISRENGELQEALFGSLLPVPSLDKFAETKEDNRIPGEILCEDECLTLNIGRKAVILKVTSKGDRPIQVGSHYHFIEVNPYLTFDRRKAYGMRLNIAAGTAVRFEPGDCKSVTLVSIEGNKVIRGGNAIADGPVNETNLEAAMHAVRSKGFGHEEEKDASEGFTKEDPNCPFNTFIHRKEYANKYGPTTGDKIRLGDTNLLAEIEKDYALYGDECVFGGGKVIRDGMGQSCGHPPAISLDTVITNAVIIDYTGIIKADIGIKDGLIASIGKAGNPDIMNGVFSNMIIGANTEVIAGEGLIVTAGAIDCHVHYICPQLVYEAISSGITTLVGGGTGPAAGTRATTCTPSPTQMRLMLQSTDYLPLNFGFTGKGSSSKPDELHEIIKAGAMGLKLHEDWGSTPA.... The pIC50 is 4.4. (2) The drug is CC(C)CC(N)C(=O)NC1(P(=O)(O)O)CCCCC1. The target protein (P14137) has sequence MLAKGLCLRSVLVKSCQPFLSPVWQGPGLATGNGAGISSTNSPRSFNEIPSPGDNGWINLYHFLRENGTHRIHYHHMQNFQKYGPIYREKLGNMESVYILDPKDAATLFSCEGPNPERYLVPPWVAYHQYYQRPIGVLFKSSDAWRKDRIVLNQEVMAPDSIKNFVPLLEGVAQDFIKVLHRRIKQQNSGKFSGDISDDLFRFAFESITSVVFGERLGMLEEIVDPESQRFIDAVYQMFHTSVPMLNMPPDLFRLFRTKTWKDHAAAWDVIFSKADEYTQNFYWDLRQKRDFSKYPGVLYSLLGGNKLPFKNIQANITEMLAGGVDTTSMTLQWNLYEMAHNLKVQEMLRAEVLAARRQAQGDMAKMVQLVPLLKASIKETLRLHPISVTLQRYIVNDLVLRNYKIPAKTLVQVASYAMGRESSFFPNPNKFDPTRWLEKSQNTTHFRYLGFGWGVRQCLGRRIAELEMTIFLINVLENFRIEVQSIRDVGTKFNLILMP.... The pIC50 is 2.8. (3) The drug is CN(C)CCCCOC(=O)C(C)(c1ccccc1)C1CCCCC1. The target protein (P00689) has sequence MKFVLLLSLIGFCWAQYDPHTADGRTAIVHLFEWRWADIAKECERYLAPKGFGGVQVSPPNENIIINNPSRPWWERYQPISYKICSRSGNENEFKDMVTRCNNVGVRIYVDAVINHMCGSGNSAGTHSTCGSYFNPNNREFSAVPYSAWYFNDNKCNGEINNYNDANQVRNCRLSGLLDLALDKDYVRTKVADYMNNLIDIGVAGFRLDAAKHMWPGDIKAVLDKLHNLNTKWFSQGSRPFIFQEVIDLGGEAIKGSEYFGNGRVTEFKYGAKLGTVIRKWNGEKMSYLKNWGEGWGFVPTDRALVFVDNHDNQRGHGAGGASILTFWDARMYKMAVGFMLAHPYGFTRVMSSYRRTRNFQNGKDVNDWIGPPNNNGVTKEVTINPDTTCGNDWVCEHRWRQIRNMVAFRNVVNGQPFANWWDNGSNQVAFSRGNRGFIVFNNDDWALSSTLQTGLPAGTYCDVISGDKVNGNCTGLKVNVGSDGKAHFSISNSAEDPFI.... The pIC50 is 6.7. (4) The drug is CCc1ccc(OCC(=O)OC)c([N+](=O)[O-])c1. The target protein (Q10283) has sequence MIYKLAARYPIQVIAIVGILVSMAYFSFLEALTQEDFPVLIRALKRFGILDGFPNTRLPNEMILKLSSVQGEDASVWEQIPAAELGGEGFVDFDITQWYYPANAKVDVAQLVEPYRNDCIFHDASGACHFFFKEVGNWTVSSIALPSNLANPPIDYFLDSSSTVIQRILPAIREHGISWSWLLQLIARTWMNTLKIASQASKTELLIVGTAYACMLISIVSLYLKMRRLGSKFWLFFSVLLSTLFSVQFAMTLVRASGVRISLVSLIESLPFLINVVALDKAAELTRQVITRCSVSDSHSPMHEDIAKACRNAAPPILRHFSFGIVVLAIFSYCNFGIKQFFLFAAVMIYDLLLLFSFFVAILTLKLEMRRYNAKDDVRKVLIEEGLSESTARHVADGNDSSATTSAGSRYFKVRYGTKIILFIFIAFNLFELCSIPFKHYAATSAAAARLIPLVRSQYPDFKSQRLLDDGVFDDVLSAISSMSNIESPSVRLLPAVFYG.... The pIC50 is 3.7. (5) The drug is CCCCCN(C)CCCC(O)(P(=O)(O)O)P(=O)(O)O. The pIC50 is 7.3. The target protein sequence is ILFHLLKITFIDSIFFALHDNYLTPQFIFNKMNDLQIEYDYTDFINYYDKFKVIVYNVLKKLPLNDEIRKPVIEYYLNCIDYNVKKGKHIRGKILVLISSLSSAYSNIKRDSIYLLGWVVEAIQALILIADDIMDSGKFRRGAPCWYIVHGQSNAINDIFFLKMLSLSLIFELSSVFGNDIVMKIQKIYNESIFFTVLGQHLDLSYFDLSKADKISERYFSMVEMKTSRYTFYMPVFFGLTLSEIQVSSAQLNLIEAILYKLGEFYQVHNDVSDYLFNDSNADDICRFKLTWPLQKSFEIADEEMKLKISENYGKNSSLVKDCYNLLKINEHYLEYQRNALDYLIKLVKDITDDSLQKVFIHLIHQISELITNSRSNADSNNSL. (6) The target protein (Q7T3S7) has sequence MKTLWIVAVWLIAVEGNLYQFGRMIWNRTGKLPILSYGSYGCYCGWGGQGPPKDATDRCCLVHDCCYTRVGDCSPKMTLYSYRFENGDIICDNKDPCKRAVCECDREAAICLGENVNTYDKKYKSYEDCTEEVQEC. The small molecule is Cc1ccc(OC(=O)c2ccccc2C)c(C(=O)c2ccccc2C)c1. The pIC50 is 4.0. (7) The small molecule is O=C(O)CC1CCC(c2ccc(-c3ccc4nc(C(=O)Nc5ccc(Cl)c(Cl)c5)cn4c3)cc2)CC1. The target protein (Q9Z2A7) has sequence MGDRGGAGSSRRRRTGSRVSVQGGSGPKVEEDEVRDAAVSPDLGAGGDAPAPAPAPAHTRDKDGRTSVGDGYWDLRCHRLQDSLFSSDSGFSNYRGILNWCVVMLILSNARLFLENLIKYGILVDPIQVVSLFLKDPYSWPAPCVIIASNIFVVAAFQIEKRLAVGALTEQMGLLLHVVNLATIICFPAAVALLVESITPVGSVFALASYSIMFLKLYSYRDVNLWCRQRRVKAKAVSTGKKVSGAAAQQAVSYPDNLTYRDLYYFIFAPTLCYELNFPRSPRIRKRFLLRRVLEMLFFTQLQVGLIQQWMVPTIQNSMKPFKDMDYSRIIERLLKLAVPNHLIWLIFFYWFFHSCLNAVAELLQFGDREFYRDWWNAESVTYFWQNWNIPVHKWCIRHFYKPMLRHGSSKWVARTGVFLTSAFFHEYLVSVPLRMFRLWAFTAMMAQVPLAWIVGRFFQGNYGNAAVWVTLIIGQPVAVLMYVHDYYVLNYDAPVGV. The pIC50 is 8.0.